From a dataset of Reaction yield outcomes from USPTO patents with 853,638 reactions. Predict the reaction yield, written as a fraction of the theoretical maximum amount of product (1.0 means a 100% yield; for example, 0.34 means a 34% yield). The reactants are Cl[C:2]1[N:7]=[C:6]([Cl:8])[N:5]=[C:4]([CH3:9])[N:3]=1.[NH2:10][C@@H:11]1[C:19]2[C:14](=[CH:15][CH:16]=[CH:17][CH:18]=2)[CH2:13][CH2:12]1.CCN(C(C)C)C(C)C.O. The catalyst is CN(C=O)C.C1(C)C=CC=CC=1. The product is [Cl:8][C:6]1[N:5]=[C:4]([CH3:9])[N:3]=[C:2]([NH:10][C@@H:11]2[C:19]3[C:14](=[CH:15][CH:16]=[CH:17][CH:18]=3)[CH2:13][CH2:12]2)[N:7]=1. The yield is 0.530.